Task: Predict the product of the given reaction.. Dataset: Forward reaction prediction with 1.9M reactions from USPTO patents (1976-2016) Given the reactants [Cl:1][C:2]1[CH:21]=[CH:20][CH:19]=[C:18]([Cl:22])[C:3]=1[CH2:4][CH:5]1[CH2:9][CH2:8][N:7]([CH:10]2[CH2:15][CH2:14][C:13](=O)[CH2:12][CH2:11]2)[C:6]1=[O:17].[CH3:23][NH2:24].C(O[BH-](OC(=O)C)OC(=O)C)(=O)C.[Na+].C(O)(=O)C, predict the reaction product. The product is: [Cl:1][C:2]1[CH:21]=[CH:20][CH:19]=[C:18]([Cl:22])[C:3]=1[CH2:4][CH:5]1[CH2:9][CH2:8][N:7]([CH:10]2[CH2:15][CH2:14][CH:13]([NH:24][CH3:23])[CH2:12][CH2:11]2)[C:6]1=[O:17].